This data is from TCR-epitope binding with 47,182 pairs between 192 epitopes and 23,139 TCRs. The task is: Binary Classification. Given a T-cell receptor sequence (or CDR3 region) and an epitope sequence, predict whether binding occurs between them. (1) The epitope is VLAWLYAAV. The TCR CDR3 sequence is CASSQGLALETQYF. Result: 1 (the TCR binds to the epitope). (2) The epitope is SEVGPEHSLAEY. The TCR CDR3 sequence is CASSLGEALGWDTIYF. Result: 1 (the TCR binds to the epitope). (3) The epitope is LPPAYTNSF. The TCR CDR3 sequence is CASSESEGVSEAFF. Result: 0 (the TCR does not bind to the epitope). (4) The epitope is FVDGVPFVV. The TCR CDR3 sequence is CASSLERGSEYNEQFF. Result: 1 (the TCR binds to the epitope). (5) The epitope is LVLSVNPYV. The TCR CDR3 sequence is CASNLAPDVDTQYF. Result: 1 (the TCR binds to the epitope). (6) The epitope is KPLEFGATSAAL. The TCR CDR3 sequence is CASSEGTGGTEAFF. Result: 0 (the TCR does not bind to the epitope).